Dataset: Catalyst prediction with 721,799 reactions and 888 catalyst types from USPTO. Task: Predict which catalyst facilitates the given reaction. Product: [NH2:43][C@@H:44]([CH:92]([CH3:94])[CH3:93])[C:45]([NH:47][C@@H:48]([CH3:91])[C:49]([NH:51][C:52]1[CH:57]=[CH:56][C:55]([C:58]2[CH2:59][C@@H:60]3[N:61]([CH:90]=2)[C:62](=[O:89])[C:63]2[CH:85]=[C:84]([O:86][CH3:87])[C:83]([O:88][CH2:2][CH2:3][CH2:4][CH2:5][CH2:6][O:7][C:8]4[C:23]([O:24][CH3:25])=[CH:22][C:11]5[C:12](=[O:21])[N:13]6[CH2:20][CH2:19][CH2:18][C@H:14]6[C:15](=[O:17])[NH:16][C:10]=5[CH:9]=4)=[CH:82][C:64]=2[N:65]([C:75]([O:77][C:78]([CH3:81])([CH3:80])[CH3:79])=[O:76])[C@H:66]3[O:67][Si:68]([C:71]([CH3:74])([CH3:73])[CH3:72])([CH3:70])[CH3:69])=[CH:54][CH:53]=1)=[O:50])=[O:46]. The catalyst class is: 85. Reactant: I[CH2:2][CH2:3][CH2:4][CH2:5][CH2:6][O:7][C:8]1[C:23]([O:24][CH3:25])=[CH:22][C:11]2[C:12](=[O:21])[N:13]3[CH2:20][CH2:19][CH2:18][C@H:14]3[C:15](=[O:17])[NH:16][C:10]=2[CH:9]=1.C1C2C(COC([NH:43][C@@H:44]([CH:92]([CH3:94])[CH3:93])[C:45]([NH:47][C@@H:48]([CH3:91])[C:49]([NH:51][C:52]3[CH:57]=[CH:56][C:55]([C:58]4[CH2:59][CH:60]5[C@H:66]([O:67][Si:68]([C:71]([CH3:74])([CH3:73])[CH3:72])([CH3:70])[CH3:69])[N:65]([C:75]([O:77][C:78]([CH3:81])([CH3:80])[CH3:79])=[O:76])[C:64]6[CH:82]=[C:83]([OH:88])[C:84]([O:86][CH3:87])=[CH:85][C:63]=6[C:62](=[O:89])[N:61]5[CH:90]=4)=[CH:54][CH:53]=3)=[O:50])=[O:46])=O)C3C(=CC=CC=3)C=2C=CC=1.C([O-])([O-])=O.[K+].[K+].